Dataset: hERG potassium channel inhibition data for cardiac toxicity prediction from Karim et al.. Task: Regression/Classification. Given a drug SMILES string, predict its toxicity properties. Task type varies by dataset: regression for continuous values (e.g., LD50, hERG inhibition percentage) or binary classification for toxic/non-toxic outcomes (e.g., AMES mutagenicity, cardiotoxicity, hepatotoxicity). Dataset: herg_karim. (1) The molecule is CC(C)OC(=O)N1CCC(Oc2ncnc3c2cnn3-c2ccc(S(C)(=O)=O)cc2F)CC1. The result is 1 (blocker). (2) The drug is CO[C@@H]1CN(Cc2ccc(C(F)(F)F)cc2)CC[C@@H]1N(C)C(=O)Cc1ccc(-n2cnnn2)cc1. The result is 1 (blocker). (3) The drug is CC(C)(C)c1ccc([C@@H](O)CCC[NH+]2CCC(C(O)(c3ccccc3)c3ccccc3)CC2)cc1. The result is 1 (blocker). (4) The molecule is CS(=O)(=O)c1cccc(C(=O)N2CCN(c3ccc(OCCCN4CCCCC4)cc3)C(=O)C2)c1.O=CO. The result is 0 (non-blocker). (5) The drug is O=C1NC(=O)C(=Cc2ccc3nccnc3c2)S1. The result is 0 (non-blocker). (6) The compound is CN1CCC(COCc2cncc(Br)c2)(c2ccccc2)CC1. The result is 0 (non-blocker). (7) The molecule is O=C(Nc1ccc(-c2nnc(NCCCN3CCCCC3)o2)cc1)C1CCCCC1. The result is 0 (non-blocker).